This data is from Peptide-MHC class I binding affinity with 185,985 pairs from IEDB/IMGT. The task is: Regression. Given a peptide amino acid sequence and an MHC pseudo amino acid sequence, predict their binding affinity value. This is MHC class I binding data. (1) The peptide sequence is IFIRTIYYH. The MHC is HLA-A02:03 with pseudo-sequence HLA-A02:03. The binding affinity (normalized) is 0.0847. (2) The peptide sequence is ASSASYASPS. The MHC is HLA-B51:01 with pseudo-sequence HLA-B51:01. The binding affinity (normalized) is 0. (3) The peptide sequence is IAMKFHGRR. The MHC is HLA-A68:01 with pseudo-sequence HLA-A68:01. The binding affinity (normalized) is 0.669.